From a dataset of Catalyst prediction with 721,799 reactions and 888 catalyst types from USPTO. Predict which catalyst facilitates the given reaction. (1) Reactant: Br[C:2]1[CH:3]=[C:4]2[C:10]([F:11])=[CH:9][NH:8][C:5]2=[N:6][CH:7]=1.[CH3:12][C:13]1([CH3:29])[C:17]([CH3:19])([CH3:18])[O:16][B:15]([B:15]2[O:16][C:17]([CH3:19])([CH3:18])[C:13]([CH3:29])([CH3:12])[O:14]2)[O:14]1.C([O-])(=O)C.[K+]. Product: [F:11][C:10]1[C:4]2[C:5](=[N:6][CH:7]=[C:2]([B:15]3[O:16][C:17]([CH3:19])([CH3:18])[C:13]([CH3:29])([CH3:12])[O:14]3)[CH:3]=2)[NH:8][CH:9]=1. The catalyst class is: 12. (2) Reactant: O.C1(C)C=CC(S(O)(=O)=O)=CC=1.[CH2:13]([NH:15][C:16](=[O:54])[CH2:17][CH2:18][CH2:19]/[CH:20]=[CH:21]\[CH2:22][C@H:23]1[C@@H:27]([OH:28])[CH2:26][C@@H:25]([O:29]C2CCCCO2)[C@@H:24]1/[CH:36]=[CH:37]/[C@@H:38]([O:47]C1CCCCO1)[CH2:39][CH2:40][C:41]1[CH:46]=[CH:45][CH:44]=[CH:43][CH:42]=1)[CH3:14]. Product: [CH3:14][CH2:13][NH:15][C:16]([CH2:17][CH2:18][CH2:19]/[CH:20]=[CH:21]\[CH2:22][C@@H:23]1[C@@H:24](/[CH:36]=[CH:37]/[C@@H:38]([OH:47])[CH2:39][CH2:40][C:41]2[CH:46]=[CH:45][CH:44]=[CH:43][CH:42]=2)[C@H:25]([OH:29])[CH2:26][C@@H:27]1[OH:28])=[O:54]. The catalyst class is: 5. (3) Reactant: [N:1]1[CH:2]=[CH:3][N:4]2[CH:9]=[CH:8][C:7]([CH2:10][NH:11][C:12](=[O:25])[C:13]3[CH:18]=[CH:17][C:16]([CH:19]4[CH2:24][CH2:23][NH:22][CH2:21][CH2:20]4)=[CH:15][CH:14]=3)=[CH:6][C:5]=12.[H-].[Na+].[C:28]1([S:34](Cl)(=[O:36])=[O:35])[CH:33]=[CH:32][CH:31]=[CH:30][CH:29]=1.O. Product: [N:1]1[CH:2]=[CH:3][N:4]2[CH:9]=[CH:8][C:7]([CH2:10][NH:11][C:12](=[O:25])[C:13]3[CH:14]=[CH:15][C:16]([CH:19]4[CH2:24][CH2:23][N:22]([S:34]([C:28]5[CH:33]=[CH:32][CH:31]=[CH:30][CH:29]=5)(=[O:36])=[O:35])[CH2:21][CH2:20]4)=[CH:17][CH:18]=3)=[CH:6][C:5]=12. The catalyst class is: 7.